Dataset: Peptide-MHC class II binding affinity with 134,281 pairs from IEDB. Task: Regression. Given a peptide amino acid sequence and an MHC pseudo amino acid sequence, predict their binding affinity value. This is MHC class II binding data. (1) The peptide sequence is SMVGLFSNNPHDLPL. The MHC is H-2-IAb with pseudo-sequence H-2-IAb. The binding affinity (normalized) is 0. (2) The peptide sequence is QFKPEEITGIMKDFD. The MHC is DRB1_1602 with pseudo-sequence DRB1_1602. The binding affinity (normalized) is 0.0559. (3) The peptide sequence is APGDSPNTDGIHIGD. The MHC is HLA-DPA10201-DPB11401 with pseudo-sequence HLA-DPA10201-DPB11401. The binding affinity (normalized) is 0. (4) The peptide sequence is MDCIIFESASKARLP. The MHC is DRB1_0401 with pseudo-sequence DRB1_0401. The binding affinity (normalized) is 0.653.